Task: Predict the reactants needed to synthesize the given product.. Dataset: Full USPTO retrosynthesis dataset with 1.9M reactions from patents (1976-2016) The reactants are: C(OC([N:6]1[C:11]2[CH:12]=[C:13]([C:16]([N:18]3[C:27]4[C:22](=[CH:23][CH:24]=[CH:25][CH:26]=4)[CH:21]([N:28]([C:36](=[O:38])[CH3:37])[C:29]4[CH:34]=[CH:33][C:32]([Cl:35])=[CH:31][CH:30]=4)[CH2:20][CH:19]3[CH3:39])=[O:17])[CH:14]=[CH:15][C:10]=2[O:9][CH2:8][CH2:7]1)=O)C. Given the product [Cl:35][C:32]1[CH:33]=[CH:34][C:29]([N:28]([C@H:21]2[C:22]3[C:27](=[CH:26][CH:25]=[CH:24][CH:23]=3)[N:18]([C:16]([C:13]3[CH:14]=[CH:15][C:10]4[O:9][CH2:8][CH2:7][NH:6][C:11]=4[CH:12]=3)=[O:17])[C@@H:19]([CH3:39])[CH2:20]2)[C:36](=[O:38])[CH3:37])=[CH:30][CH:31]=1, predict the reactants needed to synthesize it.